Dataset: KCNQ2 potassium channel screen with 302,405 compounds. Task: Binary Classification. Given a drug SMILES string, predict its activity (active/inactive) in a high-throughput screening assay against a specified biological target. (1) The drug is Fc1c(C(=O)N\C(C(=O)NCCc2c3c([nH]c2)cccc3)=C\c2cccnc2)cccc1. The result is 0 (inactive). (2) The compound is O=C(NNC(=O)c1cc([N+]([O-])=O)ccc1)Cn1nc(nn1)c1ccccc1. The result is 0 (inactive). (3) The compound is Clc1c(C(=O)NC(C2Oc3c(OC2)cccc3)C)cccc1. The result is 0 (inactive). (4) The drug is n1(c(C(C)(C)C)cc2c1nccc2)Cc1ccccc1. The result is 0 (inactive). (5) The compound is O(c1cc(NC(=O)c2ccccc2)cc(OC)c1)C. The result is 1 (active). (6) The molecule is Brc1cc(C(=O)Nc2c(OC)ccc([N+]([O-])=O)c2)cnc1. The result is 0 (inactive). (7) The compound is O=C1c2c(C(=O)C=C1Nc1ccccc1)cccc2. The result is 0 (inactive).